Dataset: Reaction yield outcomes from USPTO patents with 853,638 reactions. Task: Predict the reaction yield, written as a fraction of the theoretical maximum amount of product (1.0 means a 100% yield; for example, 0.34 means a 34% yield). (1) The reactants are [C:1]([N:4]1[C@@H:12]([C:13]2[CH:18]=[CH:17][C:16]([O:19][CH3:20])=[CH:15][CH:14]=2)[C@@H:11]2[C:6]([C:7]3[CH:24]=[C:23]([O:25][CH3:26])[CH:22]=[CH:21][C:8]=3[CH2:9][CH2:10]2)=[N:5]1)(=O)[CH3:2].[H-].[H-].[H-].[H-].[Li+].[Al+3]. The catalyst is C1COCC1. The product is [CH2:1]([N:4]1[C@@H:12]([C:13]2[CH:14]=[CH:15][C:16]([O:19][CH3:20])=[CH:17][CH:18]=2)[C@@H:11]2[C:6]([C:7]3[CH:24]=[C:23]([O:25][CH3:26])[CH:22]=[CH:21][C:8]=3[CH2:9][CH2:10]2)=[N:5]1)[CH3:2]. The yield is 0.170. (2) The reactants are [Cl:1][C:2]1[C:11]2[NH:10][C:9](=[O:12])[C:8]3[S:13][CH:14]=[CH:15][C:7]=3[C:6]=2[C:5]([C:16]2[CH:31]=[CH:30][C:19]([CH2:20][CH2:21][NH:22]C(=O)OC(C)(C)C)=[CH:18][CH:17]=2)=[C:4]([O:32]C)[CH:3]=1.B(Br)(Br)[Br:35]. No catalyst specified. The product is [ClH:1].[NH2:22][CH2:21][CH2:20][C:19]1[CH:30]=[CH:31][C:16]([C:5]2[C:6]3[C:7]4[CH:15]=[CH:14][S:13][C:8]=4[C:9](=[O:12])[NH:10][C:11]=3[C:2]([Br:35])=[CH:3][C:4]=2[OH:32])=[CH:17][CH:18]=1. The yield is 0.180.